Task: Binary Classification. Given a drug SMILES string, predict its activity (active/inactive) in a high-throughput screening assay against a specified biological target.. Dataset: Kir2.1 potassium channel HTS with 301,493 compounds (1) The result is 0 (inactive). The molecule is O1CCN(CCCNc2n3nc(c(c3nc(c2)C)c2ccccc2)C)CC1. (2) The compound is O(CCn1c2c(n(c1=O)C)cccc2)c1cc(ccc1)C. The result is 0 (inactive). (3) The result is 0 (inactive). The drug is O=c1n([nH]c(c1)C)c1ccc(cc1)C(O)=O. (4) The drug is O=C(NCC1CCNCC1)/C(=N\O)C. The result is 0 (inactive). (5) The molecule is S(OC1C(CCCC1)COC)(=O)(=O)N. The result is 0 (inactive). (6) The drug is S(C(CC(=O)c1ccc(OCC)cc1)C(O)=O)c1ccc(cc1)C. The result is 0 (inactive). (7) The molecule is Clc1ccc(Cn2c(=O)c3n(c(OCc4cccnc4)nc3n(c2=O)C)C)cc1. The result is 0 (inactive).